Dataset: Reaction yield outcomes from USPTO patents with 853,638 reactions. Task: Predict the reaction yield, written as a fraction of the theoretical maximum amount of product (1.0 means a 100% yield; for example, 0.34 means a 34% yield). (1) The reactants are [OH:1][N:2]=[C:3]([Cl:17])[C@H:4]1[C@H:8]([CH2:9][O:10][CH3:11])[O:7][C:6]2([CH2:16][CH2:15][CH2:14][CH2:13][CH2:12]2)[O:5]1.[CH3:18][S:19](Cl)(=[O:21])=[O:20].C(N(CC)CC)C. The catalyst is CCOCC. The product is [CH3:11][O:10][CH2:9][C@@H:8]1[O:7][C:6]2([CH2:16][CH2:15][CH2:14][CH2:13][CH2:12]2)[O:5][C@H:4]1[C:3]([Cl:17])=[N:2][O:1][S:19]([CH3:18])(=[O:21])=[O:20]. The yield is 0.490. (2) The product is [CH2:20]([O:22][C:23]([CH:25]1[CH2:30][CH2:29][CH:28]([NH:31][C:13]2[N:12]=[C:11]([N:7]3[C:6]4[CH:5]=[CH:4][CH:3]=[C:2]([I:1])[C:10]=4[N:9]=[N:8]3)[CH:16]=[CH:15][N:14]=2)[CH2:27][CH2:26]1)=[O:24])[CH3:21]. The reactants are [I:1][C:2]1[C:10]2[N:9]=[N:8][N:7]([C:11]3[CH:16]=[CH:15][N:14]=[C:13](S(C)=O)[N:12]=3)[C:6]=2[CH:5]=[CH:4][CH:3]=1.[CH2:20]([O:22][C:23]([CH:25]1[CH2:30][CH2:29][CH:28]([NH2:31])[CH2:27][CH2:26]1)=[O:24])[CH3:21]. The yield is 0.930. The catalyst is O1CCOCC1.CCO. (3) The reactants are [O:1]=[C:2]([CH3:13])[CH2:3][C:4]([NH:6][C:7]1[CH:12]=[CH:11][CH:10]=[CH:9][CH:8]=1)=[O:5].[Br:14]Br. The catalyst is C(Cl)(Cl)Cl. The product is [Br:14][CH2:13][C:2](=[O:1])[CH2:3][C:4]([NH:6][C:7]1[CH:12]=[CH:11][CH:10]=[CH:9][CH:8]=1)=[O:5]. The yield is 0.150.